The task is: Predict the reactants needed to synthesize the given product.. This data is from Full USPTO retrosynthesis dataset with 1.9M reactions from patents (1976-2016). (1) The reactants are: Cl[C:2]1[N:7]=[C:6]([NH:8][CH2:9][C@H:10]([OH:12])[CH3:11])[CH:5]=[C:4]([Cl:13])[N:3]=1.CCN(C(C)C)C(C)C.[NH:23]1[CH2:28][CH2:27][O:26][CH2:25][CH2:24]1. Given the product [Cl:13][C:4]1[N:3]=[C:2]([N:23]2[CH2:28][CH2:27][O:26][CH2:25][CH2:24]2)[N:7]=[C:6]([NH:8][CH2:9][C@H:10]([OH:12])[CH3:11])[CH:5]=1, predict the reactants needed to synthesize it. (2) Given the product [Cl:24][C:23]1[CH:22]=[CH:21][C:20]([CH2:25][C@H:26]([CH3:32])[C:27]([O:29][CH2:30][CH3:31])=[O:28])=[CH:19][C:18]=1[NH:17][C:15](=[O:16])[C@H:8]([CH:9]([C:11]([F:14])([F:13])[F:12])[CH3:10])[NH2:7], predict the reactants needed to synthesize it. The reactants are: C(OC([NH:7][C@H:8]([C:15]([NH:17][C:18]1[CH:19]=[C:20]([CH2:25][C@H:26]([CH3:32])[C:27]([O:29][CH2:30][CH3:31])=[O:28])[CH:21]=[CH:22][C:23]=1[Cl:24])=[O:16])[CH:9]([C:11]([F:14])([F:13])[F:12])[CH3:10])=O)C=C.CC1(C)CC(=O)CC(=O)C1.